This data is from HIV replication inhibition screening data with 41,000+ compounds from the AIDS Antiviral Screen. The task is: Binary Classification. Given a drug SMILES string, predict its activity (active/inactive) in a high-throughput screening assay against a specified biological target. The drug is Cc1[nH]c2ccccc2c1CCC(=NNc1ccccc1)c1ccccc1. The result is 0 (inactive).